This data is from Forward reaction prediction with 1.9M reactions from USPTO patents (1976-2016). The task is: Predict the product of the given reaction. Given the reactants [CH3:1][O:2][C:3]1[CH:8]=[C:7]([CH:9]=[O:10])[CH:6]=[CH:5][C:4]=1[C:11]1[CH:16]=[CH:15][CH:14]=[CH:13][C:12]=1[C:17]([F:20])([F:19])[F:18].S(=O)(=O)([OH:23])N.Cl([O-])=O.[Na+].CCCCCC, predict the reaction product. The product is: [CH3:1][O:2][C:3]1[CH:8]=[C:7]([C:9]([OH:23])=[O:10])[CH:6]=[CH:5][C:4]=1[C:11]1[CH:16]=[CH:15][CH:14]=[CH:13][C:12]=1[C:17]([F:18])([F:19])[F:20].